Dataset: Full USPTO retrosynthesis dataset with 1.9M reactions from patents (1976-2016). Task: Predict the reactants needed to synthesize the given product. Given the product [CH2:1]([N:8]1[CH2:17][CH:16]([CH3:18])[C:15]2[N:14]=[C:13]([O:23][C:21]([CH3:24])([CH3:22])[CH3:20])[CH:12]=[CH:11][C:10]=2[CH2:9]1)[C:2]1[CH:7]=[CH:6][CH:5]=[CH:4][CH:3]=1, predict the reactants needed to synthesize it. The reactants are: [CH2:1]([N:8]1[CH2:17][CH:16]([CH3:18])[C:15]2[N:14]=[C:13](Cl)[CH:12]=[CH:11][C:10]=2[CH2:9]1)[C:2]1[CH:7]=[CH:6][CH:5]=[CH:4][CH:3]=1.[CH3:20][C:21]([CH3:24])([O-:23])[CH3:22].[Na+].C1(C)C=CC=CC=1.